This data is from NCI-60 drug combinations with 297,098 pairs across 59 cell lines. The task is: Regression. Given two drug SMILES strings and cell line genomic features, predict the synergy score measuring deviation from expected non-interaction effect. (1) Drug 1: COC1=NC(=NC2=C1N=CN2C3C(C(C(O3)CO)O)O)N. Drug 2: CCC1=C2CN3C(=CC4=C(C3=O)COC(=O)C4(CC)O)C2=NC5=C1C=C(C=C5)O. Cell line: SNB-19. Synergy scores: CSS=5.19, Synergy_ZIP=0.104, Synergy_Bliss=-2.79, Synergy_Loewe=-48.8, Synergy_HSA=-13.1. (2) Drug 1: CC1=C2C(C(=O)C3(C(CC4C(C3C(C(C2(C)C)(CC1OC(=O)C(C(C5=CC=CC=C5)NC(=O)OC(C)(C)C)O)O)OC(=O)C6=CC=CC=C6)(CO4)OC(=O)C)OC)C)OC. Drug 2: CCC1(CC2CC(C3=C(CCN(C2)C1)C4=CC=CC=C4N3)(C5=C(C=C6C(=C5)C78CCN9C7C(C=CC9)(C(C(C8N6C=O)(C(=O)OC)O)OC(=O)C)CC)OC)C(=O)OC)O.OS(=O)(=O)O. Cell line: SNB-19. Synergy scores: CSS=41.7, Synergy_ZIP=-2.60, Synergy_Bliss=-3.56, Synergy_Loewe=-4.46, Synergy_HSA=0.648. (3) Drug 1: CNC(=O)C1=NC=CC(=C1)OC2=CC=C(C=C2)NC(=O)NC3=CC(=C(C=C3)Cl)C(F)(F)F. Drug 2: CC1C(C(CC(O1)OC2CC(CC3=C2C(=C4C(=C3O)C(=O)C5=CC=CC=C5C4=O)O)(C(=O)C)O)N)O. Cell line: RPMI-8226. Synergy scores: CSS=68.0, Synergy_ZIP=2.63, Synergy_Bliss=3.21, Synergy_Loewe=2.49, Synergy_HSA=4.96. (4) Drug 1: CC(C1=C(C=CC(=C1Cl)F)Cl)OC2=C(N=CC(=C2)C3=CN(N=C3)C4CCNCC4)N. Drug 2: C(CN)CNCCSP(=O)(O)O. Cell line: EKVX. Synergy scores: CSS=-3.68, Synergy_ZIP=-1.61, Synergy_Bliss=-6.08, Synergy_Loewe=-13.9, Synergy_HSA=-7.01. (5) Cell line: KM12. Synergy scores: CSS=3.62, Synergy_ZIP=0.669, Synergy_Bliss=1.43, Synergy_Loewe=4.28, Synergy_HSA=-0.964. Drug 2: C1CN(P(=O)(OC1)NCCCl)CCCl. Drug 1: C1=NC2=C(N=C(N=C2N1C3C(C(C(O3)CO)O)O)F)N. (6) Drug 1: CN(C)C1=NC(=NC(=N1)N(C)C)N(C)C. Drug 2: C1=NC2=C(N=C(N=C2N1C3C(C(C(O3)CO)O)O)F)N. Cell line: UACC62. Synergy scores: CSS=-0.413, Synergy_ZIP=-0.469, Synergy_Bliss=-1.22, Synergy_Loewe=-2.05, Synergy_HSA=-1.95. (7) Drug 1: CC1=C(C=C(C=C1)NC2=NC=CC(=N2)N(C)C3=CC4=NN(C(=C4C=C3)C)C)S(=O)(=O)N.Cl. Drug 2: CCC(=C(C1=CC=CC=C1)C2=CC=C(C=C2)OCCN(C)C)C3=CC=CC=C3.C(C(=O)O)C(CC(=O)O)(C(=O)O)O. Synergy scores: CSS=4.73, Synergy_ZIP=1.99, Synergy_Bliss=8.17, Synergy_Loewe=5.51, Synergy_HSA=4.46. Cell line: HS 578T. (8) Drug 1: CC1OCC2C(O1)C(C(C(O2)OC3C4COC(=O)C4C(C5=CC6=C(C=C35)OCO6)C7=CC(=C(C(=C7)OC)O)OC)O)O. Drug 2: CCN(CC)CCNC(=O)C1=C(NC(=C1C)C=C2C3=C(C=CC(=C3)F)NC2=O)C. Cell line: SNB-19. Synergy scores: CSS=27.1, Synergy_ZIP=1.11, Synergy_Bliss=2.01, Synergy_Loewe=-6.48, Synergy_HSA=1.41. (9) Drug 1: C1CC(=O)NC(=O)C1N2CC3=C(C2=O)C=CC=C3N. Drug 2: C1=CN(C(=O)N=C1N)C2C(C(C(O2)CO)O)O.Cl. Cell line: A498. Synergy scores: CSS=22.3, Synergy_ZIP=-7.34, Synergy_Bliss=-1.34, Synergy_Loewe=-32.8, Synergy_HSA=1.39. (10) Drug 1: C1=CC(=CC=C1CC(C(=O)O)N)N(CCCl)CCCl.Cl. Drug 2: CNC(=O)C1=NC=CC(=C1)OC2=CC=C(C=C2)NC(=O)NC3=CC(=C(C=C3)Cl)C(F)(F)F. Cell line: HL-60(TB). Synergy scores: CSS=33.8, Synergy_ZIP=1.35, Synergy_Bliss=-0.528, Synergy_Loewe=-12.1, Synergy_HSA=-1.75.